This data is from Catalyst prediction with 721,799 reactions and 888 catalyst types from USPTO. The task is: Predict which catalyst facilitates the given reaction. (1) Reactant: [ClH:1].[CH2:2]([N:6]1[CH2:11][CH2:10][CH:9]([C:12]2[CH:17]=[C:16]([F:18])[CH:15]=[CH:14][C:13]=2[C:19]2[CH2:24][C:23]([CH3:26])([CH3:25])[CH2:22][C:21]([CH3:28])([CH3:27])[CH:20]=2)[CH2:8][CH2:7]1)[CH2:3][CH2:4][CH3:5]. Product: [ClH:1].[CH2:2]([N:6]1[CH2:7][CH2:8][CH:9]([C:12]2[CH:17]=[C:16]([F:18])[CH:15]=[CH:14][C:13]=2[CH:19]2[CH2:24][C:23]([CH3:26])([CH3:25])[CH2:22][C:21]([CH3:27])([CH3:28])[CH2:20]2)[CH2:10][CH2:11]1)[CH2:3][CH2:4][CH3:5]. The catalyst class is: 19. (2) Reactant: [NH:1]1[CH2:5][CH2:4][CH2:3][CH2:2]1.[CH2:6]([N:8]1[C:17]2[C:12](=[CH:13][C:14]([O:28][CH2:29][C:30]3[CH:35]=[CH:34][C:33]([O:36][CH3:37])=[CH:32][CH:31]=3)=[C:15]([O:18][CH2:19][C:20]3[CH:25]=[CH:24][C:23]([O:26][CH3:27])=[CH:22][CH:21]=3)[CH:16]=2)[C:11](=[O:38])[C:10]([CH:39]=O)=[N:9]1)[CH3:7].C(O[BH-](OC(=O)C)OC(=O)C)(=O)C.[Na+]. Product: [CH2:6]([N:8]1[C:17]2[C:12](=[CH:13][C:14]([O:28][CH2:29][C:30]3[CH:31]=[CH:32][C:33]([O:36][CH3:37])=[CH:34][CH:35]=3)=[C:15]([O:18][CH2:19][C:20]3[CH:21]=[CH:22][C:23]([O:26][CH3:27])=[CH:24][CH:25]=3)[CH:16]=2)[C:11](=[O:38])[C:10]([CH2:39][N:1]2[CH2:5][CH2:4][CH2:3][CH2:2]2)=[N:9]1)[CH3:7]. The catalyst class is: 478.